From a dataset of Reaction yield outcomes from USPTO patents with 853,638 reactions. Predict the reaction yield, written as a fraction of the theoretical maximum amount of product (1.0 means a 100% yield; for example, 0.34 means a 34% yield). (1) The yield is 0.460. The product is [OH:29][C@H:28]([CH2:32][OH:31])[CH2:27][O:26][CH2:25][CH2:24][CH2:23][CH2:22][O:21][C:18]1[CH:19]=[CH:20][C:15]([CH2:14][N:11]2[C:12](=[O:13])[C:7]([C:5]([NH:53][C:52]3[CH:54]=[CH:55][C:56]([C:58]([F:59])([F:60])[F:61])=[CH:57][C:51]=3[C:48]3[CH:49]=[N:50][C:45]([S:44][CH3:43])=[CH:46][CH:47]=3)=[O:4])=[C:8]([OH:41])[C@@:9]3([CH3:40])[CH2:39][CH2:38][CH2:37][N:10]23)=[C:16]([F:36])[C:17]=1[F:35]. The catalyst is C1(C)C=CC=CC=1. The reactants are CC(C)C[O:4][C:5]([C:7]1[C:12](=[O:13])[N:11]([CH2:14][C:15]2[CH:20]=[CH:19][C:18]([O:21][CH2:22][CH2:23][CH2:24][CH2:25][O:26][CH2:27][C@H:28]3[CH2:32][O:31]C(C)(C)[O:29]3)=[C:17]([F:35])[C:16]=2[F:36])[N:10]2[CH2:37][CH2:38][CH2:39][C@:9]2([CH3:40])[C:8]=1[OH:41])=O.[CH3:43][S:44][C:45]1[N:50]=[CH:49][C:48]([C:51]2[CH:57]=[C:56]([C:58]([F:61])([F:60])[F:59])[CH:55]=[CH:54][C:52]=2[NH2:53])=[CH:47][CH:46]=1.O. (2) The reactants are [OH:1][CH:2]1[CH2:5][O:4][CH2:3]1.CC(C)([O-])C.[K+].F[C:13]1[CH:20]=[CH:19][C:18]([N+:21]([O-:23])=[O:22])=[CH:17][C:14]=1[C:15]#[N:16]. The catalyst is C1COCC1. The product is [N+:21]([C:18]1[CH:19]=[CH:20][C:13]([O:1][CH:2]2[CH2:5][O:4][CH2:3]2)=[C:14]([CH:17]=1)[C:15]#[N:16])([O-:23])=[O:22]. The yield is 0.900. (3) The reactants are Cl[C:2]1[C:7]2=[CH:8][N:9]([C:11]3[C:16]([Cl:17])=[CH:15][C:14]([S:18]([CH3:21])(=[O:20])=[O:19])=[CH:13][C:12]=3[Cl:22])[N:10]=[C:6]2[CH:5]=[CH:4][N:3]=1.[NH2:23][C:24]1[CH:29]=[C:28]([CH3:30])[N:27]=[C:26]([CH3:31])[N:25]=1.CC1(C)C2C(=C(P(C3C=CC=CC=3)C3C=CC=CC=3)C=CC=2)OC2C(P(C3C=CC=CC=3)C3C=CC=CC=3)=CC=CC1=2.C(=O)([O-])[O-].[Cs+].[Cs+]. The catalyst is O1CCOCC1.C1C=CC(/C=C/C(/C=C/C2C=CC=CC=2)=O)=CC=1.C1C=CC(/C=C/C(/C=C/C2C=CC=CC=2)=O)=CC=1.C1C=CC(/C=C/C(/C=C/C2C=CC=CC=2)=O)=CC=1.[Pd].[Pd]. The product is [Cl:17][C:16]1[CH:15]=[C:14]([S:18]([CH3:21])(=[O:20])=[O:19])[CH:13]=[C:12]([Cl:22])[C:11]=1[N:9]1[CH:8]=[C:7]2[C:2]([NH:23][C:24]3[CH:29]=[C:28]([CH3:30])[N:27]=[C:26]([CH3:31])[N:25]=3)=[N:3][CH:4]=[CH:5][C:6]2=[N:10]1. The yield is 0.590.